This data is from Forward reaction prediction with 1.9M reactions from USPTO patents (1976-2016). The task is: Predict the product of the given reaction. (1) Given the reactants [Li][CH3:2].[CH3:3][C:4](=[O:25])[C@@H:5]1[C@:22]2([CH3:23])[C@H:8]([C@H:9]3[C@H:19]([CH2:20][CH2:21]2)[C@:17]2([CH3:18])[C@H:12]([CH2:13][C:14](=[O:24])[CH2:15][CH2:16]2)[CH2:11][CH2:10]3)[CH2:7][CH2:6]1, predict the reaction product. The product is: [CH3:3][C:4]([C@@H:5]1[C@@:22]2([CH3:23])[CH2:21][CH2:20][C@@H:19]3[C@@:17]4([CH3:18])[CH2:16][CH2:15][C@:14]([OH:24])([CH3:2])[CH2:13][C@@H:12]4[CH2:11][CH2:10][C@H:9]3[C@@H:8]2[CH2:7][CH2:6]1)=[O:25]. (2) The product is: [Cl:18][C:19]1[CH:20]=[CH:21][C:22]([CH2:23][N:24]2[C:32]3[C:27](=[CH:28][CH:29]=[CH:30][CH:31]=3)[C:26]([OH:34])([CH2:16][C:15](=[O:17])[C:9]3[CH:14]=[CH:13][CH:12]=[CH:11][CH:10]=3)[C:25]2=[O:35])=[CH:36][CH:37]=1. Given the reactants C(C1OC=CC=1)(=O)C.[C:9]1([C:15](=[O:17])[CH3:16])[CH:14]=[CH:13][CH:12]=[CH:11][CH:10]=1.[Cl:18][C:19]1[CH:37]=[CH:36][C:22]([CH2:23][N:24]2[C:32]3[C:27](=[CH:28][C:29](F)=[CH:30][CH:31]=3)[C:26](=[O:34])[C:25]2=[O:35])=[CH:21][CH:20]=1.ClC1C=CC(CN2C3C(=CC=CC=3)C(=O)C2=O)=CC=1, predict the reaction product. (3) Given the reactants [F:1][C:2]1[CH:3]=[CH:4][C:5]([O:20]C)=[C:6]([C:8]2[CH:13]=[CH:12][CH:11]=[CH:10][C:9]=2[C:14]2[CH:19]=[CH:18][CH:17]=[CH:16][CH:15]=2)[CH:7]=1.B(Br)(Br)Br, predict the reaction product. The product is: [F:1][C:2]1[CH:7]=[C:6]([C:8]2[CH:13]=[CH:12][CH:11]=[CH:10][C:9]=2[C:14]2[CH:15]=[CH:16][CH:17]=[CH:18][CH:19]=2)[C:5]([OH:20])=[CH:4][CH:3]=1. (4) Given the reactants C(OP([CH2:9][C:10]([O:12][CH2:13][CH3:14])=[O:11])(OCC)=O)C.[H-].[Na+].[Cl:17][C:18]1[CH:34]=[C:33]([Cl:35])[CH:32]=[CH:31][C:19]=1[CH2:20][C:21]1[S:25][C:24]([CH:26]([CH3:28])[CH3:27])=[N:23][C:22]=1[CH:29]=O.[Cl-].[NH4+], predict the reaction product. The product is: [Cl:17][C:18]1[CH:34]=[C:33]([Cl:35])[CH:32]=[CH:31][C:19]=1[CH2:20][C:21]1[S:25][C:24]([CH:26]([CH3:28])[CH3:27])=[N:23][C:22]=1/[CH:29]=[CH:9]/[C:10]([O:12][CH2:13][CH3:14])=[O:11].